Predict which catalyst facilitates the given reaction. From a dataset of Catalyst prediction with 721,799 reactions and 888 catalyst types from USPTO. (1) Reactant: [C:1]1([Si:7]([C:10]2[CH:15]=[CH:14][CH:13]=[CH:12][CH:11]=2)([OH:9])[OH:8])[CH:6]=[CH:5][CH:4]=[CH:3][CH:2]=1.[O:16]1[CH2:20][CH2:19]CC1.C(O[SiH:24]([O:28][CH2:29][CH3:30])[O:25][CH2:26][CH3:27])C. Product: [CH2:26]([O:25][SiH:24]([O:16][CH2:20][CH3:19])[O:8][Si:7]([C:10]1[CH:15]=[CH:14][CH:13]=[CH:12][CH:11]=1)([C:1]1[CH:2]=[CH:3][CH:4]=[CH:5][CH:6]=1)[O:9][SiH:24]([O:25][CH2:26][CH3:27])[O:28][CH2:29][CH3:30])[CH3:27]. The catalyst class is: 17. (2) Reactant: C([O:3][C:4](=[O:31])[CH2:5][CH2:6][CH2:7][S:8][C:9]1[N:13]([CH2:14][C:15]2[C:19]3[C:20]([CH3:24])=[CH:21][CH:22]=[CH:23][C:18]=3[S:17][CH:16]=2)[C:12]2[CH:25]=[CH:26][C:27]([O:29][CH3:30])=[CH:28][C:11]=2[N:10]=1)C.[OH-].[Na+].Cl. Product: [CH3:24][C:20]1[C:19]2[C:15]([CH2:14][N:13]3[C:12]4[CH:25]=[CH:26][C:27]([O:29][CH3:30])=[CH:28][C:11]=4[N:10]=[C:9]3[S:8][CH2:7][CH2:6][CH2:5][C:4]([OH:31])=[O:3])=[CH:16][S:17][C:18]=2[CH:23]=[CH:22][CH:21]=1. The catalyst class is: 219. (3) Reactant: [H-].[Na+].[OH:3][CH2:4][C:5]1[N:6]=[N:7][N:8]([CH3:40])[C:9]=1[C:10]1[CH:22]=[N:21][C:20]2[C:19]3[CH:18]=[CH:17][C:16]([C:23]([O:25][CH3:26])=[O:24])=[CH:15][C:14]=3[N:13]([C@H:27]([C:34]3[CH:39]=[CH:38][CH:37]=[CH:36][CH:35]=3)[CH:28]3[CH2:33][CH2:32][O:31][CH2:30][CH2:29]3)[C:12]=2[CH:11]=1.I[CH3:42]. Product: [CH3:42][O:3][CH2:4][C:5]1[N:6]=[N:7][N:8]([CH3:40])[C:9]=1[C:10]1[CH:22]=[N:21][C:20]2[C:19]3[CH:18]=[CH:17][C:16]([C:23]([O:25][CH3:26])=[O:24])=[CH:15][C:14]=3[N:13]([C@H:27]([C:34]3[CH:39]=[CH:38][CH:37]=[CH:36][CH:35]=3)[CH:28]3[CH2:29][CH2:30][O:31][CH2:32][CH2:33]3)[C:12]=2[CH:11]=1. The catalyst class is: 3. (4) Reactant: C(OC(=O)[NH:7][C:8]1[CH:13]=[C:12]([O:14][CH2:15][CH3:16])[C:11]([C:17]([F:20])([F:19])[F:18])=[CH:10][C:9]=1[NH:21][C:22](=[O:42])[CH2:23][C:24]([C:26]1[CH:31]=[CH:30][CH:29]=[C:28]([C:32]2[CH:33]=[N:34][C:35]([CH:39]3[CH2:41][CH2:40]3)=[CH:36][C:37]=2[CH3:38])[CH:27]=1)=O)(C)(C)C.C(O)(C(F)(F)F)=O. Product: [CH:39]1([C:35]2[N:34]=[CH:33][C:32]([C:28]3[CH:27]=[C:26]([C:24]4[CH2:23][C:22](=[O:42])[NH:21][C:9]5[CH:10]=[C:11]([C:17]([F:19])([F:20])[F:18])[C:12]([O:14][CH2:15][CH3:16])=[CH:13][C:8]=5[N:7]=4)[CH:31]=[CH:30][CH:29]=3)=[C:37]([CH3:38])[CH:36]=2)[CH2:41][CH2:40]1. The catalyst class is: 2. (5) Reactant: [CH2:1]([N:4]([CH2:27][CH2:28][CH3:29])[CH2:5][CH2:6][CH2:7][CH2:8][N:9]([CH3:26])[C:10](=[O:25])[C:11]1[CH:16]=[CH:15][C:14]([CH2:17][NH:18][CH2:19][C:20]2[NH:21][CH:22]=[CH:23][N:24]=2)=[CH:13][CH:12]=1)[CH2:2][CH3:3].[CH3:30][N:31]1[CH:35]=[CH:34][N:33]=[C:32]1[CH:36]=O.C([BH3-])#N.[Na+].C(O)(=O)C. Product: [CH2:27]([N:4]([CH2:1][CH2:2][CH3:3])[CH2:5][CH2:6][CH2:7][CH2:8][N:9]([CH3:26])[C:10](=[O:25])[C:11]1[CH:16]=[CH:15][C:14]([CH2:17][N:18]([CH2:19][C:20]2[NH:21][CH:22]=[CH:23][N:24]=2)[CH2:36][C:32]2[N:31]([CH3:30])[CH:35]=[CH:34][N:33]=2)=[CH:13][CH:12]=1)[CH2:28][CH3:29]. The catalyst class is: 5. (6) Reactant: ClC1N=C(N[C@H]([C:11]2[N:12]([C:28]3[CH:33]=[CH:32][CH:31]=[CH:30][CH:29]=3)[C:13](=[O:27])[C:14]3[C:19]([CH:20]=2)=[CH:18][CH:17]=[CH:16][C:15]=3[C:21]2[CH:22]=[N:23][N:24]([CH3:26])[CH:25]=2)C)C(I)=CN=1.[OH-].[NH4+]. Product: [CH3:26][N:24]1[CH:25]=[C:21]([C:15]2[CH:16]=[CH:17][CH:18]=[C:19]3[C:14]=2[C:13](=[O:27])[N:12]([C:28]2[CH:33]=[CH:32][CH:31]=[CH:30][CH:29]=2)[CH:11]=[CH:20]3)[CH:22]=[N:23]1. The catalyst class is: 12. (7) Reactant: [Br:1][C:2]1[CH:3]=[N:4][C:5]2[C:10]([CH:11]=1)=[CH:9][C:8]([N+:12]([O-])=O)=[CH:7][C:6]=2[I:15].Cl. Product: [Br:1][C:2]1[CH:3]=[N:4][C:5]2[C:10]([CH:11]=1)=[CH:9][C:8]([NH2:12])=[CH:7][C:6]=2[I:15]. The catalyst class is: 292.